Dataset: Catalyst prediction with 721,799 reactions and 888 catalyst types from USPTO. Task: Predict which catalyst facilitates the given reaction. (1) Product: [CH3:5][CH2:4][N:3]([CH2:6][C:7]([NH:9][C:10]1[C:15]([CH3:16])=[CH:14][CH:13]=[CH:12][C:11]=1[CH3:17])=[O:8])[CH2:2][CH3:1]. Reactant: [CH3:1][CH2:2][N:3]([CH2:6][C:7]([NH:9][C:10]1[C:11]([CH3:17])=[CH:12][CH:13]=[CH:14][C:15]=1[CH3:16])=[O:8])[CH2:4][CH3:5].O.Cl. The catalyst class is: 344. (2) Reactant: Br[C:2]1[N:7]=[C:6]2[N:8]([CH2:11][C:12]3[CH:13]=[C:14]4[C:19](=[CH:20][CH:21]=3)[N:18]=[CH:17][CH:16]=[CH:15]4)[N:9]=[N:10][C:5]2=[N:4][CH:3]=1.[CH2:22]([Sn](CCCC)(CCCC)C=C)[CH2:23]CC.[NH4+].[Cl-].CCOC(C)=O. Product: [CH:22]([C:2]1[N:7]=[C:6]2[N:8]([CH2:11][C:12]3[CH:13]=[C:14]4[C:19](=[CH:20][CH:21]=3)[N:18]=[CH:17][CH:16]=[CH:15]4)[N:9]=[N:10][C:5]2=[N:4][CH:3]=1)=[CH2:23]. The catalyst class is: 128.